Predict which catalyst facilitates the given reaction. From a dataset of Catalyst prediction with 721,799 reactions and 888 catalyst types from USPTO. (1) The catalyst class is: 2. Reactant: [NH:1]1[CH2:6][CH2:5][CH2:4][CH2:3][CH2:2]1.Cl.C(N=C=NCCCN(C)C)C.[CH3:19][O:20][C:21]1[C:22](=[O:45])[C:23]([CH3:44])=[C:24]([CH2:30][C:31]2[CH:32]=[CH:33][C:34]([O:40][C:41](=[O:43])[CH3:42])=[C:35]([CH:39]=2)[C:36](O)=[O:37])[C:25](=[O:29])[C:26]=1[O:27][CH3:28]. Product: [CH3:19][O:20][C:21]1[C:22](=[O:45])[C:23]([CH3:44])=[C:24]([CH2:30][C:31]2[CH:32]=[CH:33][C:34]([O:40][C:41](=[O:43])[CH3:42])=[C:35]([CH:39]=2)[C:36]([N:1]2[CH2:6][CH2:5][CH2:4][CH2:3][CH2:2]2)=[O:37])[C:25](=[O:29])[C:26]=1[O:27][CH3:28]. (2) Reactant: [Br:1][CH2:2][CH2:3][CH2:4][CH2:5][C:6]1[CH:11]=[CH:10][C:9]([CH2:12][CH2:13][CH2:14][CH3:15])=[CH:8][CH:7]=1.[CH2:16]1[C:25]2[C:20](=[CH:21][CH:22]=[CH:23][CH:24]=2)[CH2:19][CH2:18][NH:17]1. Product: [Br-:1].[CH2:12]([C:9]1[CH:10]=[CH:11][C:6]([CH2:5][CH2:4][CH2:3][CH2:2][N+:17]2[CH:18]=[CH:19][C:20]3[CH2:21][CH2:22][CH2:23][CH2:24][C:25]=3[CH:16]=2)=[CH:7][CH:8]=1)[CH2:13][CH2:14][CH3:15]. The catalyst class is: 10. (3) Reactant: [Cl:1][C:2]1[CH:3]=[C:4]([CH:28]=[CH:29][C:30]=1[C:31]#[N:32])[O:5][CH2:6][C:7]1[S:11][C:10]([C:12]2[CH:17]=[CH:16][C:15]([C:18]([F:21])([F:20])[F:19])=[CH:14][CH:13]=2)=[N:9][C:8]=1[CH2:22][O:23]S(C)(=O)=O.[H-].[Na+].[C:35]([O:38][CH2:39]C)(=O)[CH3:36]. Product: [Cl:1][C:2]1[CH:3]=[C:4]([O:5][CH2:6][C:7]2[S:11][C:10]([C:12]3[CH:17]=[CH:16][C:15]([C:18]([F:19])([F:20])[F:21])=[CH:14][CH:13]=3)=[N:9][C:8]=2[CH2:22][O:23][CH2:36][CH2:35][O:38][CH3:39])[CH:28]=[CH:29][C:30]=1[C:31]#[N:32]. The catalyst class is: 141. (4) Reactant: [O:1]([C:8]1[CH:13]=[CH:12][C:11]([C:14]2[C:15]([NH2:20])=[N:16][CH:17]=[CH:18][CH:19]=2)=[CH:10][CH:9]=1)[C:2]1[CH:7]=[CH:6][CH:5]=[CH:4][CH:3]=1.Cl[CH2:22][CH2:23][S:24](Cl)(=[O:26])=[O:25].O. Product: [O:1]([C:8]1[CH:13]=[CH:12][C:11]([C:14]2[C:15]3=[N:20][S:24](=[O:26])(=[O:25])[CH2:23][CH2:22][N:16]3[CH:17]=[CH:18][CH:19]=2)=[CH:10][CH:9]=1)[C:2]1[CH:3]=[CH:4][CH:5]=[CH:6][CH:7]=1. The catalyst class is: 80. (5) Product: [C:1]([O:5][C:6]([N:8]1[CH2:13][CH2:12][CH2:11][CH2:10][CH:9]1[CH2:14][NH2:15])=[O:7])([CH3:4])([CH3:3])[CH3:2]. Reactant: [C:1]([O:5][C:6]([N:8]1[CH2:13][CH2:12][CH2:11][CH2:10][C@H:9]1[CH2:14][NH:15]C(=O)C(F)(F)F)=[O:7])([CH3:4])([CH3:3])[CH3:2].C(=O)([O-])[O-].[K+].[K+]. The catalyst class is: 5. (6) Product: [Cl:1][C:2]1[C:15]([Cl:16])=[CH:14][CH:13]=[CH:12][C:3]=1[CH2:4][C:5]1[C:8]([CH2:9][CH3:10])=[N:18][NH:19][C:6]=1[NH2:7]. The catalyst class is: 14. Reactant: [Cl:1][C:2]1[C:15]([Cl:16])=[CH:14][CH:13]=[CH:12][C:3]=1[CH2:4][CH:5]([C:8](=O)[CH2:9][CH3:10])[C:6]#[N:7].O.[NH2:18][NH2:19].